This data is from NCI-60 drug combinations with 297,098 pairs across 59 cell lines. The task is: Regression. Given two drug SMILES strings and cell line genomic features, predict the synergy score measuring deviation from expected non-interaction effect. (1) Drug 1: C1=C(C(=O)NC(=O)N1)F. Drug 2: CCCCC(=O)OCC(=O)C1(CC(C2=C(C1)C(=C3C(=C2O)C(=O)C4=C(C3=O)C=CC=C4OC)O)OC5CC(C(C(O5)C)O)NC(=O)C(F)(F)F)O. Cell line: MCF7. Synergy scores: CSS=24.8, Synergy_ZIP=1.51, Synergy_Bliss=-0.927, Synergy_Loewe=0.426, Synergy_HSA=0.527. (2) Drug 1: CNC(=O)C1=CC=CC=C1SC2=CC3=C(C=C2)C(=NN3)C=CC4=CC=CC=N4. Drug 2: C(=O)(N)NO. Cell line: EKVX. Synergy scores: CSS=6.87, Synergy_ZIP=-0.583, Synergy_Bliss=0.106, Synergy_Loewe=-5.59, Synergy_HSA=-1.20. (3) Drug 2: CC1C(C(CC(O1)OC2CC(CC3=C2C(=C4C(=C3O)C(=O)C5=C(C4=O)C(=CC=C5)OC)O)(C(=O)CO)O)N)O.Cl. Cell line: TK-10. Drug 1: C1=CC(=CC=C1CC(C(=O)O)N)N(CCCl)CCCl.Cl. Synergy scores: CSS=39.8, Synergy_ZIP=0.999, Synergy_Bliss=2.13, Synergy_Loewe=-11.8, Synergy_HSA=1.61. (4) Drug 1: C(=O)(N)NO. Drug 2: C1C(C(OC1N2C=NC3=C2NC=NCC3O)CO)O. Cell line: HS 578T. Synergy scores: CSS=8.84, Synergy_ZIP=-2.54, Synergy_Bliss=-0.113, Synergy_Loewe=2.99, Synergy_HSA=0.848. (5) Drug 1: CN(C)C1=NC(=NC(=N1)N(C)C)N(C)C. Drug 2: C1=NC2=C(N=C(N=C2N1C3C(C(C(O3)CO)O)F)Cl)N. Cell line: SK-MEL-5. Synergy scores: CSS=24.4, Synergy_ZIP=0.323, Synergy_Bliss=-0.328, Synergy_Loewe=-49.0, Synergy_HSA=-4.00.